This data is from Peptide-MHC class I binding affinity with 185,985 pairs from IEDB/IMGT. The task is: Regression. Given a peptide amino acid sequence and an MHC pseudo amino acid sequence, predict their binding affinity value. This is MHC class I binding data. (1) The peptide sequence is LLFFLALSI. The MHC is HLA-A02:01 with pseudo-sequence HLA-A02:01. The binding affinity (normalized) is 0.700. (2) The peptide sequence is ANFQSSMTK. The MHC is HLA-A33:01 with pseudo-sequence HLA-A33:01. The binding affinity (normalized) is 0.149. (3) The peptide sequence is SILRSIEGEL. The MHC is HLA-A02:01 with pseudo-sequence HLA-A02:01. The binding affinity (normalized) is 0.198. (4) The binding affinity (normalized) is 0.185. The MHC is H-2-Kb with pseudo-sequence H-2-Kb. The peptide sequence is SGPSNTPPEI. (5) The peptide sequence is SGVENPGGYCL. The MHC is H-2-Db with pseudo-sequence H-2-Db. The binding affinity (normalized) is 0.503. (6) The peptide sequence is STFIMLEGE. The MHC is HLA-A02:01 with pseudo-sequence HLA-A02:01. The binding affinity (normalized) is 0. (7) The MHC is HLA-B35:01 with pseudo-sequence HLA-B35:01. The peptide sequence is LPEIEDEVF. The binding affinity (normalized) is 0.586.